Dataset: Forward reaction prediction with 1.9M reactions from USPTO patents (1976-2016). Task: Predict the product of the given reaction. (1) Given the reactants [H-].[Na+].[CH3:3][C:4]([CH3:18])([CH2:9][O:10][C:11]1[C:12]([NH2:17])=[N:13][CH:14]=[CH:15][CH:16]=1)[C:5](OC)=[O:6], predict the reaction product. The product is: [CH3:3][C:4]1([CH3:18])[CH2:9][O:10][C:11]2[CH:16]=[CH:15][CH:14]=[N:13][C:12]=2[NH:17][C:5]1=[O:6]. (2) Given the reactants F[C:2]1[CH:7]=[C:6]([F:8])[CH:5]=[CH:4][C:3]=1[C:9]1[N:14]=[CH:13][N:12]=[C:11]([NH:15][C:16]2[CH:21]=[CH:20][CH:19]=[C:18]([CH2:22][S:23]([CH3:26])(=[O:25])=[O:24])[CH:17]=2)[N:10]=1.[F:27][CH2:28][CH2:29][CH2:30][OH:31], predict the reaction product. The product is: [F:8][C:6]1[CH:5]=[CH:4][C:3]([C:9]2[N:14]=[CH:13][N:12]=[C:11]([NH:15][C:16]3[CH:21]=[CH:20][CH:19]=[C:18]([CH2:22][S:23]([CH3:26])(=[O:25])=[O:24])[CH:17]=3)[N:10]=2)=[C:2]([O:31][CH2:30][CH2:29][CH2:28][F:27])[CH:7]=1. (3) Given the reactants P([O-])([O-])([O-])=O.N[C@H](C(N[C@H](C(N1CCC[C@H]1C(N[C@H](C([NH:28][C:29]1[CH:37]=[CH:36][C:32]([N+:33]([O-:35])=[O:34])=[CH:31][CH:30]=1)=O)CC(C)C)=O)=O)C)=O)C.CS(C)=O.C(O)(=O)CC(CC(O)=O)(C(O)=O)O, predict the reaction product. The product is: [N+:33]([C:32]1[CH:36]=[CH:37][C:29]([NH2:28])=[CH:30][CH:31]=1)([O-:35])=[O:34]. (4) Given the reactants [C:1]([NH:24][CH2:25][CH2:26][NH:27][C:28]([O:30][CH2:31][C@H:32]1[S:36][CH2:35][C@@H:34]([N:37]2[CH:42]=[CH:41][C:40]([NH:43]C(=O)OCC(Cl)(Cl)Cl)=[N:39][C:38]2=[O:52])[O:33]1)=[O:29])(=[O:23])[CH2:2][CH2:3]/[CH:4]=[CH:5]\[CH2:6]/[CH:7]=[CH:8]\[CH2:9]/[CH:10]=[CH:11]\[CH2:12]/[CH:13]=[CH:14]\[CH2:15]/[CH:16]=[CH:17]\[CH2:18]/[CH:19]=[CH:20]\[CH2:21][CH3:22], predict the reaction product. The product is: [C:1]([NH:24][CH2:25][CH2:26][NH:27][C:28](=[O:29])[O:30][CH2:31][C@H:32]1[S:36][CH2:35][C@@H:34]([N:37]2[CH:42]=[CH:41][C:40]([NH2:43])=[N:39][C:38]2=[O:52])[O:33]1)(=[O:23])[CH2:2][CH2:3]/[CH:4]=[CH:5]\[CH2:6]/[CH:7]=[CH:8]\[CH2:9]/[CH:10]=[CH:11]\[CH2:12]/[CH:13]=[CH:14]\[CH2:15]/[CH:16]=[CH:17]\[CH2:18]/[CH:19]=[CH:20]\[CH2:21][CH3:22].